Task: Regression. Given two drug SMILES strings and cell line genomic features, predict the synergy score measuring deviation from expected non-interaction effect.. Dataset: Merck oncology drug combination screen with 23,052 pairs across 39 cell lines (1) Drug 1: COc1cccc2c1C(=O)c1c(O)c3c(c(O)c1C2=O)CC(O)(C(=O)CO)CC3OC1CC(N)C(O)C(C)O1. Drug 2: CNC(=O)c1cc(Oc2ccc(NC(=O)Nc3ccc(Cl)c(C(F)(F)F)c3)cc2)ccn1. Cell line: RKO. Synergy scores: synergy=-12.0. (2) Drug 1: Cc1nc(Nc2ncc(C(=O)Nc3c(C)cccc3Cl)s2)cc(N2CCN(CCO)CC2)n1. Drug 2: COC1=C2CC(C)CC(OC)C(O)C(C)C=C(C)C(OC(N)=O)C(OC)C=CC=C(C)C(=O)NC(=CC1=O)C2=O. Cell line: UACC62. Synergy scores: synergy=-19.8. (3) Drug 1: CC1(c2nc3c(C(N)=O)cccc3[nH]2)CCCN1. Drug 2: NC1CCCCC1N.O=C(O)C(=O)O.[Pt+2]. Cell line: RKO. Synergy scores: synergy=0.642. (4) Drug 1: CCC1=CC2CN(C1)Cc1c([nH]c3ccccc13)C(C(=O)OC)(c1cc3c(cc1OC)N(C)C1C(O)(C(=O)OC)C(OC(C)=O)C4(CC)C=CCN5CCC31C54)C2. Drug 2: CCN(CC)CCNC(=O)c1c(C)[nH]c(C=C2C(=O)Nc3ccc(F)cc32)c1C. Cell line: SW620. Synergy scores: synergy=13.8. (5) Drug 2: O=C(NOCC(O)CO)c1ccc(F)c(F)c1Nc1ccc(I)cc1F. Drug 1: O=c1[nH]cc(F)c(=O)[nH]1. Synergy scores: synergy=1.65. Cell line: LNCAP. (6) Drug 1: NC1CCCCC1N.O=C(O)C(=O)O.[Pt+2]. Drug 2: CCc1cnn2c(NCc3ccc[n+]([O-])c3)cc(N3CCCCC3CCO)nc12. Cell line: ZR751. Synergy scores: synergy=-26.7. (7) Synergy scores: synergy=1.83. Drug 1: O=C(CCCCCCC(=O)Nc1ccccc1)NO. Drug 2: CCC1(O)C(=O)OCc2c1cc1n(c2=O)Cc2cc3c(CN(C)C)c(O)ccc3nc2-1. Cell line: A427.